Dataset: Full USPTO retrosynthesis dataset with 1.9M reactions from patents (1976-2016). Task: Predict the reactants needed to synthesize the given product. (1) Given the product [CH3:19][O:18][C:11]1[CH:12]=[CH:13][CH:14]=[C:15]([O:16][CH3:17])[C:10]=1[CH:2]1[N:1]([CH2:30][C:20]2[C:29]3[C:24](=[CH:25][CH:26]=[CH:27][CH:28]=3)[CH:23]=[CH:22][CH:21]=2)[C:6](=[O:8])[CH2:5][CH2:4][CH2:3]1, predict the reactants needed to synthesize it. The reactants are: [NH2:1][CH:2]([C:10]1[C:15]([O:16][CH3:17])=[CH:14][CH:13]=[CH:12][C:11]=1[O:18][CH3:19])[CH2:3][CH2:4][CH2:5][C:6]([O:8]C)=O.[C:20]1([CH:30]=O)[C:29]2[C:24](=[CH:25][CH:26]=[CH:27][CH:28]=2)[CH:23]=[CH:22][CH:21]=1. (2) The reactants are: [F:1][C:2]([F:26])([F:25])[C:3]1[N:8]2[N:9]=[CH:10][C:11]([C:12](O)=[O:13])=[C:7]2[N:6]=[C:5]([C:15]2[CH:20]=[CH:19][C:18]([C:21]([F:24])([F:23])[F:22])=[CH:17][CH:16]=2)[CH:4]=1.[OH:27][CH2:28][CH2:29][N:30]([CH2:41][CH2:42][OH:43])[S:31]([C:34]1[S:35][C:36]([Cl:40])=[C:37]([NH2:39])[CH:38]=1)(=[O:33])=[O:32]. Given the product [OH:27][CH2:28][CH2:29][N:30]([CH2:41][CH2:42][OH:43])[S:31]([C:34]1[S:35][C:36]([Cl:40])=[C:37]([NH:39][C:12]([C:11]2[CH:10]=[N:9][N:8]3[C:3]([C:2]([F:26])([F:25])[F:1])=[CH:4][C:5]([C:15]4[CH:20]=[CH:19][C:18]([C:21]([F:24])([F:22])[F:23])=[CH:17][CH:16]=4)=[N:6][C:7]=23)=[O:13])[CH:38]=1)(=[O:32])=[O:33], predict the reactants needed to synthesize it. (3) Given the product [CH3:17][O:18][CH2:19][CH2:20][C:21]1[O:25][C:24]([NH:26][C:8](=[O:9])[CH:7]([C:11]2[CH:16]=[CH:15][CH:14]=[CH:13][CH:12]=2)[C:1]2[CH:6]=[CH:5][CH:4]=[CH:3][CH:2]=2)=[N:23][N:22]=1, predict the reactants needed to synthesize it. The reactants are: [C:1]1([CH:7]([C:11]2[CH:16]=[CH:15][CH:14]=[CH:13][CH:12]=2)[C:8](Cl)=[O:9])[CH:6]=[CH:5][CH:4]=[CH:3][CH:2]=1.[CH3:17][O:18][CH2:19][CH2:20][C:21]1[O:25][C:24]([NH2:26])=[N:23][N:22]=1. (4) Given the product [CH2:1]([O:3][C:4](=[O:20])[C:5]([CH3:6])([O:8][C:9]1[CH:14]=[CH:13][C:12]([CH:15]([NH:18][C:35]([C:32]2[CH:31]=[CH:30][C:29]([C:26]3[CH:27]=[CH:28][C:23]([C:22]([F:21])([F:38])[F:39])=[CH:24][CH:25]=3)=[CH:34][CH:33]=2)=[O:36])[CH2:16][CH3:17])=[CH:11][C:10]=1[CH3:19])[CH3:7])[CH3:2], predict the reactants needed to synthesize it. The reactants are: [CH2:1]([O:3][C:4](=[O:20])[C:5]([O:8][C:9]1[CH:14]=[CH:13][C:12]([CH:15]([NH2:18])[CH2:16][CH3:17])=[CH:11][C:10]=1[CH3:19])([CH3:7])[CH3:6])[CH3:2].[F:21][C:22]([F:39])([F:38])[C:23]1[CH:28]=[CH:27][C:26]([C:29]2[CH:34]=[CH:33][C:32]([C:35](O)=[O:36])=[CH:31][CH:30]=2)=[CH:25][CH:24]=1. (5) Given the product [OH:31][C:27]([CH3:28])([CH3:26])[C:29]#[C:30][C:2]1[CH:3]=[N:4][C:5]([N:8]2[CH2:13][CH2:12][N:11]([C:14]([C:16]3[CH:21]=[CH:20][CH:19]=[CH:18][C:17]=3[C:22]([F:25])([F:24])[F:23])=[O:15])[CH2:10][CH2:9]2)=[N:6][CH:7]=1, predict the reactants needed to synthesize it. The reactants are: I[C:2]1[CH:3]=[N:4][C:5]([N:8]2[CH2:13][CH2:12][N:11]([C:14]([C:16]3[CH:21]=[CH:20][CH:19]=[CH:18][C:17]=3[C:22]([F:25])([F:24])[F:23])=[O:15])[CH2:10][CH2:9]2)=[N:6][CH:7]=1.[CH3:26][C:27]([OH:31])([C:29]#[CH:30])[CH3:28]. (6) Given the product [C@@:32]12([CH2:42][S:43]([O:22][C@@:15]([C:23]3[CH:28]=[C:27]([F:29])[CH:26]=[CH:25][C:24]=3[F:30])([C@H:14]([C:11]3[S:12][CH:13]=[C:9]([C:6]4[CH:7]=[CH:8][C:3]([C:1]#[N:2])=[CH:4][CH:5]=4)[N:10]=3)[CH3:31])[CH2:16][N:17]3[CH:21]=[N:20][CH:19]=[N:18]3)(=[O:45])=[O:44])[C:39]([CH3:41])([CH3:40])[CH:36]([CH2:37][CH2:38]1)[CH2:35][C:33]2=[O:34], predict the reactants needed to synthesize it. The reactants are: [C:1]([C:3]1[CH:8]=[CH:7][C:6]([C:9]2[N:10]=[C:11]([CH:14]([CH3:31])[C:15]([C:23]3[CH:28]=[C:27]([F:29])[CH:26]=[CH:25][C:24]=3[F:30])([OH:22])[CH2:16][N:17]3[CH:21]=[N:20][CH:19]=[N:18]3)[S:12][CH:13]=2)=[CH:5][CH:4]=1)#[N:2].[C@@:32]12([CH2:42][S:43](O)(=[O:45])=[O:44])[C:39]([CH3:41])([CH3:40])[CH:36]([CH2:37][CH2:38]1)[CH2:35][C:33]2=[O:34]. (7) Given the product [Cl:12][CH2:11][CH2:10][CH2:9][N:2]([CH3:1])[CH2:3][CH2:4][OH:5], predict the reactants needed to synthesize it. The reactants are: [CH3:1][NH:2][CH2:3][CH2:4][OH:5].[OH-].[Na+].Br[CH2:9][CH2:10][CH2:11][Cl:12].